This data is from Peptide-MHC class I binding affinity with 185,985 pairs from IEDB/IMGT. The task is: Regression. Given a peptide amino acid sequence and an MHC pseudo amino acid sequence, predict their binding affinity value. This is MHC class I binding data. (1) The peptide sequence is DTSYYVKEY. The MHC is HLA-A11:01 with pseudo-sequence HLA-A11:01. The binding affinity (normalized) is 0.116. (2) The binding affinity (normalized) is 0.256. The peptide sequence is FPMAQVHQGL. The MHC is HLA-B51:01 with pseudo-sequence HLA-B51:01. (3) The peptide sequence is LGDYKLVEI. The MHC is Mamu-A11 with pseudo-sequence Mamu-A11. The binding affinity (normalized) is 0.403. (4) The peptide sequence is SQDLSVISK. The MHC is HLA-A68:01 with pseudo-sequence HLA-A68:01. The binding affinity (normalized) is 0.245.